The task is: Predict which catalyst facilitates the given reaction.. This data is from Catalyst prediction with 721,799 reactions and 888 catalyst types from USPTO. (1) Reactant: [F:1][C:2]1[CH:7]=[N:6][CH:5]=[C:4]2[NH:8][C:9]([C:11]3[N:16]=[C:15]([C:17]4[C:18]([N:37]([CH3:42])[S:38]([CH3:41])(=[O:40])=[O:39])=[CH:19][C:20]5[O:24][C:23]([C:25]6[CH:30]=[CH:29][C:28]([F:31])=[CH:27][CH:26]=6)=[C:22]([C:32]([NH:34][CH3:35])=[O:33])[C:21]=5[CH:36]=4)[CH:14]=[CH:13][C:12]=3[OH:43])=[CH:10][C:3]=12.[C:44]([O-])([O-])=O.[Cs+].[Cs+]. Product: [F:1][C:2]1[C:3]2[CH:10]=[C:9]3[C:11]4[N:16]=[C:15]([C:17]5[C:18]([N:37]([CH3:42])[S:38]([CH3:41])(=[O:39])=[O:40])=[CH:19][C:20]6[O:24][C:23]([C:25]7[CH:30]=[CH:29][C:28]([F:31])=[CH:27][CH:26]=7)=[C:22]([C:32]([NH:34][CH3:35])=[O:33])[C:21]=6[CH:36]=5)[CH:14]=[CH:13][C:12]=4[O:43][CH2:44][N:8]3[C:4]=2[CH:5]=[N:6][CH:7]=1. The catalyst class is: 18. (2) Reactant: [NH2:1][C@H:2]1[C@@H:7]2[C@@H:5]([C@H:6]2[C:8]([O:10][C:11]([CH3:14])([CH3:13])[CH3:12])=[O:9])[C@:4]([NH:22][C:23]([O:25][C:26]([CH3:29])([CH3:28])[CH3:27])=[O:24])([C:15]([O:17][C:18]([CH3:21])([CH3:20])[CH3:19])=[O:16])[C@@H:3]1[CH2:30][S:31][C:32]1[CH:37]=[CH:36][C:35]([F:38])=[C:34]([CH3:39])[CH:33]=1.C(N(CC)CC)C.[C:47](Cl)(=[O:49])[CH3:48]. Product: [C:47]([NH:1][C@H:2]1[C@@H:7]2[C@@H:5]([C@H:6]2[C:8]([O:10][C:11]([CH3:12])([CH3:13])[CH3:14])=[O:9])[C@:4]([NH:22][C:23]([O:25][C:26]([CH3:27])([CH3:28])[CH3:29])=[O:24])([C:15]([O:17][C:18]([CH3:21])([CH3:19])[CH3:20])=[O:16])[C@@H:3]1[CH2:30][S:31][C:32]1[CH:37]=[CH:36][C:35]([F:38])=[C:34]([CH3:39])[CH:33]=1)(=[O:49])[CH3:48]. The catalyst class is: 4. (3) Reactant: C([O:8][C:9]1[C:10]([F:29])=[CH:11][C:12]([S:19]([C:22]2[CH:27]=[CH:26][C:25]([CH3:28])=[CH:24][CH:23]=2)(=[O:21])=[O:20])=[C:13]2[C:18]=1[N:17]=[CH:16][CH:15]=[CH:14]2)C1C=CC=CC=1.Br.[OH-].[Na+]. Product: [F:29][C:10]1[C:9]([OH:8])=[C:18]2[C:13]([CH:14]=[CH:15][CH:16]=[N:17]2)=[C:12]([S:19]([C:22]2[CH:27]=[CH:26][C:25]([CH3:28])=[CH:24][CH:23]=2)(=[O:21])=[O:20])[CH:11]=1. The catalyst class is: 15. (4) Reactant: [Cl:1][C:2]1[CH:3]=[C:4]([CH:8]2[C:12]([C:15]3[CH:20]=[CH:19][C:18]([Cl:21])=[CH:17][CH:16]=3)([C:13]#[N:14])[CH:11]([CH2:22][C:23]([CH3:26])([CH3:25])[CH3:24])[NH:10][CH:9]2[C:27](O)=[O:28])[CH:5]=[CH:6][CH:7]=1.[CH3:30][C:31]1([CH3:43])[O:35][CH:34]([CH2:36][N:37]2[CH:41]=[CH:40][C:39]([NH2:42])=[N:38]2)[CH2:33][O:32]1.CN(C(ON1N=NC2C=CC=NC1=2)=[N+](C)C)C.F[P-](F)(F)(F)(F)F.CCN(C(C)C)C(C)C. Product: [CH3:30][C:31]1([CH3:43])[O:35][C@H:34]([CH2:36][N:37]2[CH:41]=[CH:40][C:39]([NH:42][C:27]([CH:9]3[CH:8]([C:4]4[CH:5]=[CH:6][CH:7]=[C:2]([Cl:1])[CH:3]=4)[C:12]([C:15]4[CH:16]=[CH:17][C:18]([Cl:21])=[CH:19][CH:20]=4)([C:13]#[N:14])[CH:11]([CH2:22][C:23]([CH3:26])([CH3:25])[CH3:24])[NH:10]3)=[O:28])=[N:38]2)[CH2:33][O:32]1. The catalyst class is: 2. (5) Reactant: Cl.[CH3:2][NH:3][O:4][CH3:5].C(N(CC)CC)C.[Cl:13][C:14]1[N:19]=[CH:18][C:17]([C:20](Cl)=[O:21])=[CH:16][CH:15]=1. Product: [Cl:13][C:14]1[N:19]=[CH:18][C:17]([C:20]([N:3]([O:4][CH3:5])[CH3:2])=[O:21])=[CH:16][CH:15]=1. The catalyst class is: 4. (6) Reactant: [C:1]([O:5][C:6]([N:8]1[CH2:13][CH2:12][C:11]2[C:14]3[CH:20]=[CH:19][C:18](I)=[CH:17][C:15]=3[O:16][C:10]=2[CH2:9]1)=[O:7])([CH3:4])([CH3:3])[CH3:2].CC1C=CC2C=CC3C=CC(C)=NC=3C=2N=1.[F:38][C:39]1[CH:40]=[C:41]([SH:46])[CH:42]=[C:43]([F:45])[CH:44]=1.CC(C)([O-])C.[Na+]. Product: [C:1]([O:5][C:6]([N:8]1[CH2:13][CH2:12][C:11]2[C:14]3[CH:20]=[CH:19][C:18]([S:46][C:41]4[CH:42]=[C:43]([F:45])[CH:44]=[C:39]([F:38])[CH:40]=4)=[CH:17][C:15]=3[O:16][C:10]=2[CH2:9]1)=[O:7])([CH3:4])([CH3:3])[CH3:2]. The catalyst class is: 122.